From a dataset of Forward reaction prediction with 1.9M reactions from USPTO patents (1976-2016). Predict the product of the given reaction. (1) Given the reactants FC(F)(F)C(O)=O.O.[Cl:9][CH2:10][C@@H:11]1[C:19]2[C:18]3[CH:20]=[CH:21][CH:22]=[CH:23][C:17]=3[C:16]([NH:24][C:25](=[O:38])[CH2:26][CH2:27][CH2:28][CH2:29][CH2:30][N:31]3[C:35](=[O:36])[CH:34]=[CH:33][C:32]3=[O:37])=[CH:15][C:14]=2[N:13](C(OC(C)(C)C)=O)[CH2:12]1.C([O-])(O)=O.[Na+], predict the reaction product. The product is: [Cl:9][CH2:10][C@@H:11]1[C:19]2[C:18]3[CH:20]=[CH:21][CH:22]=[CH:23][C:17]=3[C:16]([NH:24][C:25](=[O:38])[CH2:26][CH2:27][CH2:28][CH2:29][CH2:30][N:31]3[C:35](=[O:36])[CH:34]=[CH:33][C:32]3=[O:37])=[CH:15][C:14]=2[NH:13][CH2:12]1. (2) Given the reactants [Br:1][C:2]1[CH:3]=[C:4]([CH:7]=[CH:8][C:9]=1[Cl:10])[CH2:5][OH:6].[Cr](Cl)([O-])(=O)=O.[NH+]1C=CC=CC=1, predict the reaction product. The product is: [Br:1][C:2]1[CH:3]=[C:4]([CH:7]=[CH:8][C:9]=1[Cl:10])[CH:5]=[O:6]. (3) The product is: [CH3:15][N:16]1[C:24]2[C:19](=[C:20]([NH:29][C:9]([NH:8][CH2:7][C:6]3[CH:11]=[CH:12][C:3]([C:2]([F:13])([F:14])[F:1])=[CH:4][CH:5]=3)=[O:10])[CH:21]=[C:22]([C:25]([F:26])([F:27])[F:28])[CH:23]=2)[CH:18]=[N:17]1. Given the reactants [F:1][C:2]([F:14])([F:13])[C:3]1[CH:12]=[CH:11][C:6]([CH2:7][N:8]=[C:9]=[O:10])=[CH:5][CH:4]=1.[CH3:15][N:16]1[C:24]2[CH:23]=[C:22]([C:25]([F:28])([F:27])[F:26])[CH:21]=[C:20]([NH2:29])[C:19]=2[CH:18]=[N:17]1, predict the reaction product. (4) Given the reactants [H-].[Na+].[C:3](Cl)(=[O:10])[C:4]1[CH:9]=[CH:8][CH:7]=[CH:6][CH:5]=1.[N:12]1([C:18]2[N:19]=[C:20]3[NH:28][C@H:27]([C:29]([F:32])([F:31])[F:30])[CH2:26][CH2:25][N:21]3[C:22](=[O:24])[CH:23]=2)[CH2:17][CH2:16][O:15][CH2:14][CH2:13]1.C(=O)(O)[O-].[Na+], predict the reaction product. The product is: [C:3]([N:28]1[C:20]2=[N:19][C:18]([N:12]3[CH2:17][CH2:16][O:15][CH2:14][CH2:13]3)=[CH:23][C:22](=[O:24])[N:21]2[CH2:25][CH2:26][C@H:27]1[C:29]([F:30])([F:31])[F:32])(=[O:10])[C:4]1[CH:9]=[CH:8][CH:7]=[CH:6][CH:5]=1.